This data is from Forward reaction prediction with 1.9M reactions from USPTO patents (1976-2016). The task is: Predict the product of the given reaction. (1) Given the reactants [NH:1]1[CH2:6][CH2:5][NH:4][CH2:3][CH2:2]1.[CH3:7][C:8]1[C:16]2[CH2:15][O:14][C:13](=[O:17])[C:12]=2[CH:11]=[CH:10][C:9]=1[C@@H:18]1[CH2:20][O:19]1.[C:21]1([CH3:27])[CH:26]=[CH:25][CH:24]=[CH:23][CH:22]=1.CN(C)[C:30](=[O:32])[CH3:31], predict the reaction product. The product is: [N:1]1([CH2:31][C@@H:30]([C:22]2[CH:23]=[CH:24][C:25]3[C:13](=[O:17])[O:14][CH2:15][C:26]=3[C:21]=2[CH3:27])[OH:32])[CH2:6][CH2:5][N:4]([CH2:20][C@@H:18]([C:9]2[CH:10]=[CH:11][C:12]3[C:13](=[O:17])[O:14][CH2:15][C:16]=3[C:8]=2[CH3:7])[OH:19])[CH2:3][CH2:2]1. (2) The product is: [Cl:25][C:26]1[CH:34]=[CH:33][CH:32]=[C:31]([Cl:35])[C:27]=1[C:28]([NH:1][C:2]1[CH:7]=[CH:6][C:5]([N:8]2[C:14](=[O:15])[CH2:13][C:12](=[O:16])[NH:11][C:10]3[C:17]4[C:22]([CH:23]=[CH:24][C:9]2=3)=[CH:21][CH:20]=[CH:19][CH:18]=4)=[CH:4][CH:3]=1)=[O:29]. Given the reactants [NH2:1][C:2]1[CH:7]=[CH:6][C:5]([N:8]2[C:14](=[O:15])[CH2:13][C:12](=[O:16])[NH:11][C:10]3[C:17]4[C:22]([CH:23]=[CH:24][C:9]2=3)=[CH:21][CH:20]=[CH:19][CH:18]=4)=[CH:4][CH:3]=1.[Cl:25][C:26]1[CH:34]=[CH:33][CH:32]=[C:31]([Cl:35])[C:27]=1[C:28](Cl)=[O:29].C(NC1C=CC(N2C(=O)CC(=O)NC3C4C(C=CC2=3)=CC=CC=4)=CC=1)(=O)C1C=CC=CC=1, predict the reaction product. (3) Given the reactants Cl.[NH2:2][CH2:3][CH2:4][O:5][C:6]1[CH:7]=[C:8]([C:12]2[CH:13]=[C:14]3[C:19](=[CH:20][C:21]=2[F:22])[N:18]([CH3:23])[C:17](=[O:24])[CH2:16][CH2:15]3)[CH:9]=[N:10][CH:11]=1.[CH2:25]([S:27](Cl)(=[O:29])=[O:28])[CH3:26], predict the reaction product. The product is: [F:22][C:21]1[CH:20]=[C:19]2[C:14]([CH2:15][CH2:16][C:17](=[O:24])[N:18]2[CH3:23])=[CH:13][C:12]=1[C:8]1[CH:7]=[C:6]([O:5][CH2:4][CH2:3][NH:2][S:27]([CH2:25][CH3:26])(=[O:29])=[O:28])[CH:11]=[N:10][CH:9]=1. (4) Given the reactants [OH-].[Na+].[NH2:3][C:4]1[CH:13]=[CH:12][C:7]([C:8]([O:10]C)=[O:9])=[CH:6][C:5]=1[Cl:14].Cl, predict the reaction product. The product is: [NH2:3][C:4]1[CH:13]=[CH:12][C:7]([C:8]([OH:10])=[O:9])=[CH:6][C:5]=1[Cl:14]. (5) Given the reactants C[O:2][C:3]1[CH:4]=[C:5]2[C:10](=[CH:11][CH:12]=1)[C:9]([CH2:13]C=C)=[C:8]([C:16]1[CH:21]=[CH:20][C:19]([O:22]C)=[CH:18][CH:17]=1)[CH:7]=[CH:6]2.[CH2:24]([C:33]([CH2:44][CH2:45][CH2:46][C:47]([F:53])([F:52])[C:48]([F:51])([F:50])[F:49])([C:39]([O:41]CC)=[O:40])C(OCC)=O)[CH2:25][CH2:26][CH2:27][CH2:28][CH2:29][CH2:30][CH:31]=[CH2:32], predict the reaction product. The product is: [OH:2][C:3]1[CH:4]=[C:5]2[C:10](=[CH:11][CH:12]=1)[C:9]([CH2:13][CH2:32][CH2:31][CH2:30][CH2:29][CH2:28][CH2:27][CH2:26][CH2:25][CH2:24][CH:33]([CH2:44][CH2:45][CH2:46][C:47]([F:52])([F:53])[C:48]([F:49])([F:50])[F:51])[C:39]([OH:41])=[O:40])=[C:8]([C:16]1[CH:21]=[CH:20][C:19]([OH:22])=[CH:18][CH:17]=1)[CH:7]=[CH:6]2. (6) Given the reactants Br[C:2]1[CH:25]=[CH:24][C:5]([C:6]([N:8]([CH2:13][C:14]2[CH:23]=[CH:22][C:17]([C:18]([O:20][CH3:21])=[O:19])=[CH:16][CH:15]=2)[CH2:9][CH:10]2[CH2:12][CH2:11]2)=[O:7])=[CH:4][CH:3]=1.[F:26][C:27]1[CH:28]=[CH:29][C:30]([O:34][CH3:35])=[C:31]([OH:33])[CH:32]=1, predict the reaction product. The product is: [CH:10]1([CH2:9][N:8]([CH2:13][C:14]2[CH:23]=[CH:22][C:17]([C:18]([O:20][CH3:21])=[O:19])=[CH:16][CH:15]=2)[C:6](=[O:7])[C:5]2[CH:24]=[CH:25][C:2]([O:33][C:31]3[CH:32]=[C:27]([F:26])[CH:28]=[CH:29][C:30]=3[O:34][CH3:35])=[CH:3][CH:4]=2)[CH2:12][CH2:11]1. (7) Given the reactants [CH3:1][C:2]1[N:7]=[CH:6][C:5]([CH:8]=[O:9])=[CH:4][CH:3]=1.C1N2CCN(CC2)C1.[C:18]([O:22][CH3:23])(=[O:21])[CH:19]=[CH2:20].O1CCOCC1, predict the reaction product. The product is: [CH3:23][O:22][C:18](=[O:21])[C:19]([CH:8]([OH:9])[C:5]1[CH:6]=[N:7][C:2]([CH3:1])=[CH:3][CH:4]=1)=[CH2:20].